This data is from Reaction yield outcomes from USPTO patents with 853,638 reactions. The task is: Predict the reaction yield, written as a fraction of the theoretical maximum amount of product (1.0 means a 100% yield; for example, 0.34 means a 34% yield). The reactants are [OH:1][C:2]1[CH:11]=[CH:10][C:5]([C:6]([O:8][CH3:9])=[O:7])=[CH:4][C:3]=1[C:12]([O:14][CH3:15])=[O:13].C(N(CC)CC)C.[S:23](O[S:23]([C:26]([F:29])([F:28])[F:27])(=[O:25])=[O:24])([C:26]([F:29])([F:28])[F:27])(=[O:25])=[O:24]. The catalyst is C(Cl)Cl. The product is [F:27][C:26]([F:29])([F:28])[S:23]([O:1][C:2]1[CH:11]=[CH:10][C:5]([C:6]([O:8][CH3:9])=[O:7])=[CH:4][C:3]=1[C:12]([O:14][CH3:15])=[O:13])(=[O:25])=[O:24]. The yield is 0.930.